Dataset: Reaction yield outcomes from USPTO patents with 853,638 reactions. Task: Predict the reaction yield, written as a fraction of the theoretical maximum amount of product (1.0 means a 100% yield; for example, 0.34 means a 34% yield). (1) The reactants are [CH2:1]([C@@:4]1([C:20]2[CH:25]=[CH:24][C:23]([F:26])=[CH:22][CH:21]=2)[O:9][C:8](=[O:10])[N:7]([C@H:11]([C:13]2[CH:18]=[CH:17][C:16](Br)=[CH:15][CH:14]=2)[CH3:12])[CH2:6][CH2:5]1)[CH:2]=[CH2:3].[B:27]1([B:27]2[O:31][C:30]([CH3:33])([CH3:32])[C:29]([CH3:35])([CH3:34])[O:28]2)[O:31][C:30]([CH3:33])([CH3:32])[C:29]([CH3:35])([CH3:34])[O:28]1.CC([O-])=O.[K+].C(Cl)Cl. The catalyst is CS(C)=O.C1C=CC(P(C2C=CC=CC=2)[C-]2C=CC=C2)=CC=1.C1C=CC(P(C2C=CC=CC=2)[C-]2C=CC=C2)=CC=1.Cl[Pd]Cl.[Fe+2]. The product is [CH2:1]([C@@:4]1([C:20]2[CH:25]=[CH:24][C:23]([F:26])=[CH:22][CH:21]=2)[O:9][C:8](=[O:10])[N:7]([C@H:11]([C:13]2[CH:18]=[CH:17][C:16]([B:27]3[O:31][C:30]([CH3:33])([CH3:32])[C:29]([CH3:35])([CH3:34])[O:28]3)=[CH:15][CH:14]=2)[CH3:12])[CH2:6][CH2:5]1)[CH:2]=[CH2:3]. The yield is 0.870. (2) The reactants are [O:1]([C:8]1[CH:9]=[C:10]([OH:14])[CH:11]=[CH:12][CH:13]=1)[C:2]1[CH:7]=[CH:6][CH:5]=[CH:4][CH:3]=1.[C:15](#[N:17])[CH3:16].[C:18](O)(C)(C)C.C([O-])([O-])=O.[K+].[K+]. No catalyst specified. The product is [O:1]([C:8]1[CH:9]=[C:10]([CH:11]=[CH:12][CH:13]=1)[O:14][CH2:18][CH2:16][C:15]#[N:17])[C:2]1[CH:3]=[CH:4][CH:5]=[CH:6][CH:7]=1. The yield is 0.720. (3) The reactants are [F:1][C:2]1[C:11]([O:12]C)=[C:10]2[C:5]([C:6](=[O:14])[NH:7][CH:8]=[N:9]2)=[C:4]([C:15]2[CH:20]=[CH:19][C:18]([F:21])=[CH:17][CH:16]=2)[C:3]=1[C:22]1[CH:27]=[CH:26][C:25]([F:28])=[CH:24][CH:23]=1.B(Br)(Br)Br.CO. The catalyst is ClCCl. The product is [F:1][C:2]1[C:11]([OH:12])=[C:10]2[C:5]([C:6](=[O:14])[NH:7][CH:8]=[N:9]2)=[C:4]([C:15]2[CH:16]=[CH:17][C:18]([F:21])=[CH:19][CH:20]=2)[C:3]=1[C:22]1[CH:27]=[CH:26][C:25]([F:28])=[CH:24][CH:23]=1. The yield is 0.560. (4) The reactants are [CH3:1][C:2]1([CH3:19])[C:6]([CH3:8])([CH3:7])[O:5][B:4]([C:9]2[CH:14]=[CH:13][C:12]([CH2:15][C:16]([OH:18])=O)=[CH:11][CH:10]=2)[O:3]1.F[P-](F)(F)(F)(F)F.N1(OC(N(C)C)=[N+](C)C)C2N=CC=CC=2N=N1.[C:44]([C:48]1[O:52][N:51]=[C:50]([NH2:53])[CH:49]=1)([CH3:47])([CH3:46])[CH3:45].CCN(C(C)C)C(C)C. The catalyst is CN(C=O)C. The product is [C:44]([C:48]1[O:52][N:51]=[C:50]([NH:53][C:16](=[O:18])[CH2:15][C:12]2[CH:11]=[CH:10][C:9]([B:4]3[O:3][C:2]([CH3:19])([CH3:1])[C:6]([CH3:7])([CH3:8])[O:5]3)=[CH:14][CH:13]=2)[CH:49]=1)([CH3:47])([CH3:46])[CH3:45]. The yield is 0.750. (5) The reactants are [CH:1]([O:4][C:5]1[CH:10]=[CH:9][C:8](C(C)C([O-])=O)=[C:7]([O:16][CH2:17][C:18]2[CH:23]=[CH:22][C:21]([C:24]([F:27])([F:26])[F:25])=[CH:20][CH:19]=2)[CH:6]=1)([CH3:3])[CH3:2].[H-].[Al+3].[Li+].[H-].[H-].[H-].O.O.O.O.O.O.O.O.O.O.S([O-])([O-])(=O)=O.[Na+].[Na+].[O:51]1C[CH2:54][CH2:53][CH2:52]1. No catalyst specified. The product is [CH:1]([O:4][C:5]1[CH:10]=[CH:9][C:8]([CH2:54][CH2:53][CH2:52][OH:51])=[C:7]([O:16][CH2:17][C:18]2[CH:23]=[CH:22][C:21]([C:24]([F:25])([F:26])[F:27])=[CH:20][CH:19]=2)[CH:6]=1)([CH3:2])[CH3:3]. The yield is 0.990.